From a dataset of Full USPTO retrosynthesis dataset with 1.9M reactions from patents (1976-2016). Predict the reactants needed to synthesize the given product. Given the product [Cl:1][C:2]1[S:6][C:5]([S:7]([N:10]([CH2:19][C:20]2[CH:21]=[CH:22][C:23]([C:24]([O:26][C:27]([CH3:28])([CH3:29])[CH3:30])=[O:25])=[CH:31][CH:32]=2)[CH:11]([CH2:12][OH:13])[CH2:16][OH:15])(=[O:9])=[O:8])=[CH:4][CH:3]=1, predict the reactants needed to synthesize it. The reactants are: [Cl:1][C:2]1[S:6][C:5]([S:7]([N:10]([CH2:19][C:20]2[CH:32]=[CH:31][C:23]([C:24]([O:26][C:27]([CH3:30])([CH3:29])[CH3:28])=[O:25])=[CH:22][CH:21]=2)[CH:11]2[CH2:16][O:15]C(C)(C)[O:13][CH2:12]2)(=[O:9])=[O:8])=[CH:4][CH:3]=1.O.C1(C)C(S(O)(=O)=O)=CC=CC=1.CO.